Task: Predict the product of the given reaction.. Dataset: Forward reaction prediction with 1.9M reactions from USPTO patents (1976-2016) (1) Given the reactants [Cl:1][C:2]1[CH:7]=[CH:6][C:5]([C:8]2[CH:13]=[CH:12][CH:11]=[C:10]([OH:14])[C:9]=2[CH2:15][N:16]2[CH2:21][CH2:20][N:19]([C:22]([O:24][C:25]([CH3:28])([CH3:27])[CH3:26])=[O:23])[CH2:18][CH2:17]2)=[CH:4][CH:3]=1.[F:29][C:30]([F:43])([F:42])[S:31](O[S:31]([C:30]([F:43])([F:42])[F:29])(=[O:33])=[O:32])(=[O:33])=[O:32], predict the reaction product. The product is: [Cl:1][C:2]1[CH:7]=[CH:6][C:5]([C:8]2[CH:13]=[CH:12][CH:11]=[C:10]([O:14][S:31]([C:30]([F:43])([F:42])[F:29])(=[O:33])=[O:32])[C:9]=2[CH2:15][N:16]2[CH2:17][CH2:18][N:19]([C:22]([O:24][C:25]([CH3:28])([CH3:27])[CH3:26])=[O:23])[CH2:20][CH2:21]2)=[CH:4][CH:3]=1. (2) Given the reactants [ClH:1].[OH:2][C:3]([C:6]1[O:10][N:9]=[C:8]([C:11]2[CH:12]=[C:13]([C@@H:17]([NH:19]S(C(C)(C)C)=O)[CH3:18])[CH:14]=[CH:15][CH:16]=2)[N:7]=1)([CH3:5])[CH3:4].C(OCC)C, predict the reaction product. The product is: [ClH:1].[NH2:19][C@H:17]([C:13]1[CH:12]=[C:11]([C:8]2[N:7]=[C:6]([C:3]([OH:2])([CH3:5])[CH3:4])[O:10][N:9]=2)[CH:16]=[CH:15][CH:14]=1)[CH3:18].